Dataset: Forward reaction prediction with 1.9M reactions from USPTO patents (1976-2016). Task: Predict the product of the given reaction. (1) Given the reactants [OH:1][C:2]1[C:7]2[C:8](=[O:28])/[C:9](=[CH:11]/[C:12]3[C:20]4[C:15](=[N:16][CH:17]=[CH:18][C:19]=4[C:21]4[CH:26]=[CH:25][CH:24]=[CH:23][CH:22]=4)[N:14]([CH3:27])[CH:13]=3)/[O:10][C:6]=2[CH:5]=[C:4]([OH:29])[CH:3]=1.[CH3:30][N:31]([CH3:35])[C:32](Cl)=[O:33], predict the reaction product. The product is: [CH3:30][N:31]([CH3:35])[C:32](=[O:33])[O:1][C:2]1[C:7]2[C:8](=[O:28])/[C:9](=[CH:11]/[C:12]3[C:20]4[C:15](=[N:16][CH:17]=[CH:18][C:19]=4[C:21]4[CH:26]=[CH:25][CH:24]=[CH:23][CH:22]=4)[N:14]([CH3:27])[CH:13]=3)/[O:10][C:6]=2[CH:5]=[C:4]([O:29][C:32](=[O:33])[N:31]([CH3:35])[CH3:30])[CH:3]=1. (2) Given the reactants [C:1]([O:5][C:6]([N:8]1[CH2:13][CH2:12][C@H:11]([C:14]2[CH:19]=[CH:18][CH:17]=[C:16](Br)[CH:15]=2)[C@@H:10]([O:21][CH2:22][C:23]2[CH:32]=[CH:31][C:30]3[C:25](=[CH:26][CH:27]=[CH:28][CH:29]=3)[CH:24]=2)[CH2:9]1)=[O:7])([CH3:4])([CH3:3])[CH3:2].[CH2:33]([O:35][C:36]([C:38]1[CH:39]=[C:40](B(O)O)[CH:41]=[CH:42][CH:43]=1)=[O:37])[CH3:34].C(COC)OC.C([O-])([O-])=O.[Na+].[Na+], predict the reaction product. The product is: [C:1]([O:5][C:6]([N:8]1[CH2:13][CH2:12][C@H:11]([C:14]2[CH:15]=[C:16]([C:40]3[CH:41]=[CH:42][CH:43]=[C:38]([C:36]([O:35][CH2:33][CH3:34])=[O:37])[CH:39]=3)[CH:17]=[CH:18][CH:19]=2)[C@@H:10]([O:21][CH2:22][C:23]2[CH:32]=[CH:31][C:30]3[C:25](=[CH:26][CH:27]=[CH:28][CH:29]=3)[CH:24]=2)[CH2:9]1)=[O:7])([CH3:4])([CH3:3])[CH3:2]. (3) Given the reactants CC1C=CC([S:8]([O:11][CH2:12][CH:13]2[CH2:17][C:16]3[CH:18]=[C:19]([Cl:30])[CH:20]=[C:21](OS(C(F)(F)F)(=O)=O)[C:15]=3[O:14]2)(=[O:10])=[O:9])=CC=1.[CH3:31][C:32]1[CH:33]=[C:34](B(O)O)[CH:35]=[CH:36][CH:37]=1.C(=O)([O-])[O-].[K+].[K+].[CH:47]([C:50]1[CH:55]=[CH:54][CH:53]=[CH:52][C:51]=1B1OC(C)(C)C(C)(C)O1)(C)C, predict the reaction product. The product is: [CH3:31][C:32]1[CH:33]=[CH:34][C:35]([S:8]([O:11][CH2:12][CH:13]2[CH2:17][C:16]3[CH:18]=[C:19]([Cl:30])[CH:20]=[C:21]([C:52]4[CH:53]=[CH:54][CH:55]=[C:50]([CH3:47])[CH:51]=4)[C:15]=3[O:14]2)(=[O:9])=[O:10])=[CH:36][CH:37]=1.